This data is from Forward reaction prediction with 1.9M reactions from USPTO patents (1976-2016). The task is: Predict the product of the given reaction. (1) The product is: [ClH:31].[F:1][C:2]1[CH:3]=[CH:4][C:5]([CH2:8][O:9][C:10]2[CH:15]=[N:14][N:13]([C:16]3[CH:21]=[CH:20][C:19]4[C:22]5[CH2:23][NH:24][CH2:25][CH2:26][CH2:27][C:28]=5[O:29][C:18]=4[CH:17]=3)[C:12](=[O:30])[CH:11]=2)=[N:6][CH:7]=1. Given the reactants [F:1][C:2]1[CH:3]=[CH:4][C:5]([CH2:8][O:9][C:10]2[CH:15]=[N:14][N:13]([C:16]3[CH:21]=[CH:20][C:19]4[C:22]5[CH2:23][NH:24][CH2:25][CH2:26][CH2:27][C:28]=5[O:29][C:18]=4[CH:17]=3)[C:12](=[O:30])[CH:11]=2)=[N:6][CH:7]=1.[ClH:31].CCOCC, predict the reaction product. (2) Given the reactants [CH3:1][O:2][C:3]([C:5]1([CH:11]([OH:13])[CH3:12])[CH2:10][O:9][CH2:8][CH2:7][O:6]1)=[O:4].[C:14]1([CH3:24])[CH:19]=[CH:18][C:17]([S:20](Cl)(=[O:22])=[O:21])=[CH:16][CH:15]=1, predict the reaction product. The product is: [CH3:1][O:2][C:3]([C:5]1([CH:11]([O:13][S:20]([C:17]2[CH:18]=[CH:19][C:14]([CH3:24])=[CH:15][CH:16]=2)(=[O:22])=[O:21])[CH3:12])[CH2:10][O:9][CH2:8][CH2:7][O:6]1)=[O:4]. (3) Given the reactants [CH2:1]([Mg]Cl)[CH:2]=[CH2:3].[CH2:6]([O:13][C:14](=[O:20])[NH:15][C@H:16]([CH3:19])[CH2:17]I)[C:7]1[CH:12]=[CH:11][CH:10]=[CH:9][CH:8]=1, predict the reaction product. The product is: [CH2:6]([O:13][C:14](=[O:20])[NH:15][C@H:16]([CH3:19])[CH2:17][CH2:3][CH:2]=[CH2:1])[C:7]1[CH:12]=[CH:11][CH:10]=[CH:9][CH:8]=1.